This data is from Retrosynthesis with 50K atom-mapped reactions and 10 reaction types from USPTO. The task is: Predict the reactants needed to synthesize the given product. Given the product C=C[C@@H]1C[C@]1(NC(=O)[C@@H]1C[C@@H](Oc2cc(-c3ccccc3)nc3cc(OC)ccc23)CN1C(=O)OC(C)(C)C)C(=O)NS(=O)(=O)c1ccccc1NC(=O)CCCCCCCCC(=O)O, predict the reactants needed to synthesize it. The reactants are: C=C[C@@H]1C[C@]1(NC(=O)[C@@H]1C[C@@H](Oc2cc(-c3ccccc3)nc3cc(OC)ccc23)CN1C(=O)OC(C)(C)C)C(=O)NS(=O)(=O)c1ccccc1NC(=O)CCCCCCCCC(=O)OC.